This data is from Reaction yield outcomes from USPTO patents with 853,638 reactions. The task is: Predict the reaction yield, written as a fraction of the theoretical maximum amount of product (1.0 means a 100% yield; for example, 0.34 means a 34% yield). The reactants are C([O:8][C:9]1[CH:14]=[CH:13][C:12]([N:15]2[CH2:20][CH2:19][O:18][CH2:17][CH2:16]2)=[CH:11][C:10]=1[N+:21]([O-])=O)C1C=CC=CC=1. The catalyst is ClCCl.C(O)C.[Pd]. The product is [NH2:21][C:10]1[CH:11]=[C:12]([N:15]2[CH2:16][CH2:17][O:18][CH2:19][CH2:20]2)[CH:13]=[CH:14][C:9]=1[OH:8]. The yield is 0.960.